Dataset: Reaction yield outcomes from USPTO patents with 853,638 reactions. Task: Predict the reaction yield, written as a fraction of the theoretical maximum amount of product (1.0 means a 100% yield; for example, 0.34 means a 34% yield). (1) The reactants are FC(F)(F)S(O[C:7]1[CH:8]=[C:9]2[C:14](=[CH:15][N:16]=1)[CH2:13][N:12]([C:17]([O:19][C:20]([CH3:23])([CH3:22])[CH3:21])=[O:18])[CH2:11][CH2:10]2)(=O)=O.[CH:26]1([C:29]2[CH:34]=[CH:33][C:32](B3OC(C)(C)C(C)(C)O3)=[CH:31][N:30]=2)[CH2:28][CH2:27]1.C(=O)([O-])[O-].[Na+].[Na+].CCO. The catalyst is O.Cl[Pd]Cl.C1C=CC(P(C2C=CC=CC=2)[C-]2C=CC=C2)=CC=1.C1C=CC(P(C2C=CC=CC=2)[C-]2C=CC=C2)=CC=1.[Fe+2].C1(C)C=CC=CC=1. The product is [CH:26]1([C:29]2[N:30]=[CH:31][C:32]([C:7]3[CH:8]=[C:9]4[C:14](=[CH:15][N:16]=3)[CH2:13][N:12]([C:17]([O:19][C:20]([CH3:23])([CH3:22])[CH3:21])=[O:18])[CH2:11][CH2:10]4)=[CH:33][CH:34]=2)[CH2:28][CH2:27]1. The yield is 0.700. (2) The reactants are Cl.[NH:2]1[CH2:6][CH2:5][CH2:4][C@H:3]1[C:7]([O:9][CH2:10][CH3:11])=[O:8].[CH:12]1[CH:17]=[CH:16][C:15]([CH2:18][O:19][C:20](Cl)=[O:21])=[CH:14][CH:13]=1. The yield is 0.880. The product is [N:2]1([C:20]([O:19][CH2:18][C:15]2[CH:16]=[CH:17][CH:12]=[CH:13][CH:14]=2)=[O:21])[CH2:6][CH2:5][CH2:4][C@H:3]1[C:7]([O:9][CH2:10][CH3:11])=[O:8]. The catalyst is C(Cl)Cl. (3) The reactants are [Br:1][C:2]1[CH:3]=[N:4][NH:5][CH:6]=1.[O:7]1[CH:12]=[CH:11][CH2:10][CH2:9][CH2:8]1.FC(F)(F)C(O)=O.C(OCC)(=O)C.CCCCCC. The catalyst is C(OCC)(=O)C. The product is [Br:1][C:2]1[CH:3]=[N:4][N:5]([CH:8]2[CH2:9][CH2:10][CH2:11][CH2:12][O:7]2)[CH:6]=1. The yield is 0.760. (4) The reactants are [F:1][C:2]1([F:8])[CH2:5][CH:4]([C:6]#N)[CH2:3]1.Br[CH2:10][C:11]([O:13][CH2:14][CH3:15])=[O:12].Cl.C1C[O:20]CC1. The catalyst is [Zn].CS(O)(=O)=O. The product is [CH2:14]([O:13][C:11](=[O:12])[CH2:10][C:6]([CH:4]1[CH2:5][C:2]([F:8])([F:1])[CH2:3]1)=[O:20])[CH3:15]. The yield is 0.680.